Dataset: Forward reaction prediction with 1.9M reactions from USPTO patents (1976-2016). Task: Predict the product of the given reaction. (1) Given the reactants Cl[C:2]1[CH:3]=[CH:4][N:5]=[C:6]2[C:11]=1[N:10]=[CH:9][C:8]([O:12][CH3:13])=[CH:7]2.[C:14]1([C:20]2[C:29]3[C:24](=[CH:25][CH:26]=[CH:27][CH:28]=3)[C:23]([NH:30][C:31]3[CH:36]=[CH:35][C:34]([NH2:37])=[CH:33][CH:32]=3)=[N:22][N:21]=2)[CH:19]=[CH:18][CH:17]=[CH:16][CH:15]=1, predict the reaction product. The product is: [CH3:13][O:12][C:8]1[CH:7]=[C:6]2[C:11]([C:2]([NH:37][C:34]3[CH:33]=[CH:32][C:31]([NH:30][C:23]4[C:24]5[C:29](=[CH:28][CH:27]=[CH:26][CH:25]=5)[C:20]([C:14]5[CH:15]=[CH:16][CH:17]=[CH:18][CH:19]=5)=[N:21][N:22]=4)=[CH:36][CH:35]=3)=[CH:3][CH:4]=[N:5]2)=[N:10][CH:9]=1. (2) The product is: [Br:1][C:2]1[CH:15]=[CH:14][C:13]2[C:4](=[C:5]3[C:10](=[C:11]([Cl:18])[N:12]=2)[CH:9]=[CH:8][CH:7]=[CH:6]3)[CH:3]=1. Given the reactants [Br:1][CH:2]1[CH:15]=[CH:14][C:13]2[C:4](=[C:5]3[C:10](=[CH:11][N:12]=2)[CH:9]=[CH:8][CH:7]=[CH:6]3)[C:3]1=O.P(Cl)(Cl)(Cl)(Cl)[Cl:18], predict the reaction product. (3) The product is: [I:1][C:2]1[CH:3]=[C:4]2[C:13]([C:12]3[CH:11]=[CH:10][C:9]([OH:18])=[CH:8][C:7]=3[CH2:6][CH2:5]2)=[CH:14][CH:15]=1. Given the reactants [I:1][C:2]1[CH:15]=[CH:14][C:13]2[C:12]3[C:7](=[CH:8][C:9](I)=[CH:10][CH:11]=3)[CH2:6][CH2:5][C:4]=2[CH:3]=1.B(OC(C)C)(OC(C)C)[O:18]C(C)C.C([Li])CCC.Cl, predict the reaction product. (4) Given the reactants [CH:1]1([C:4]2[N:8]([CH3:9])[C:7]3[CH:10]=[C:11]([N:14]4[CH:19]=[CH:18][C:17]([OH:20])=[CH:16][C:15]4=[O:21])[CH:12]=[CH:13][C:6]=3[N:5]=2)[CH2:3][CH2:2]1.[F:22][CH2:23][C:24]1[N:25]=[C:26]([CH2:29]O)[S:27][CH:28]=1.C1(P(C2C=CC=CC=2)C2C=CC=CC=2)C=CC=CC=1.N(C(OCCOC)=O)=NC(OCCOC)=O, predict the reaction product. The product is: [CH:1]1([C:4]2[N:8]([CH3:9])[C:7]3[CH:10]=[C:11]([N:14]4[CH:19]=[CH:18][C:17]([O:20][CH2:29][C:26]5[S:27][CH:28]=[C:24]([CH2:23][F:22])[N:25]=5)=[CH:16][C:15]4=[O:21])[CH:12]=[CH:13][C:6]=3[N:5]=2)[CH2:2][CH2:3]1. (5) Given the reactants [CH:1]1([C:7]2[C:15]3[C:14](=[O:16])[NH:13][C:12]([C:17]4[CH:22]=[CH:21][C:20]([N:23]5[CH2:28][CH2:27][N:26]([CH3:29])[CH2:25][CH2:24]5)=[CH:19][C:18]=4[O:30][CH3:31])=[N:11][C:10]=3[N:9]([CH3:32])[N:8]=2)[CH2:6][CH2:5][CH2:4][CH2:3][CH2:2]1.[CH3:33][S:34]([OH:37])(=[O:36])=[O:35], predict the reaction product. The product is: [CH3:33][S:34]([OH:37])(=[O:36])=[O:35].[CH:1]1([C:7]2[C:15]3[C:14](=[O:16])[NH:13][C:12]([C:17]4[CH:22]=[CH:21][C:20]([N:23]5[CH2:28][CH2:27][N:26]([CH3:29])[CH2:25][CH2:24]5)=[CH:19][C:18]=4[O:30][CH3:31])=[N:11][C:10]=3[N:9]([CH3:32])[N:8]=2)[CH2:2][CH2:3][CH2:4][CH2:5][CH2:6]1.